From a dataset of Full USPTO retrosynthesis dataset with 1.9M reactions from patents (1976-2016). Predict the reactants needed to synthesize the given product. (1) Given the product [CH2:1]([S:3][CH2:4][N:5]1[C:14]2[C:9](=[CH:10][CH:11]=[CH:12][N:13]=2)[CH:8]=[C:7]([C:15]([OH:17])=[O:16])[C:6]1=[O:19])[CH3:2], predict the reactants needed to synthesize it. The reactants are: [CH2:1]([S:3][CH2:4][N:5]1[C:14]2[C:9](=[CH:10][CH:11]=[CH:12][N:13]=2)[CH:8]=[C:7]([C:15]([O:17]C)=[O:16])[C:6]1=[O:19])[CH3:2].Cl. (2) Given the product [CH2:6]([O:8][C:9](=[O:19])[C@@H:10]1[CH2:14][CH:13]([O:15][S:2]([CH3:1])(=[O:4])=[O:3])[CH2:12][N:11]1[C:16](=[O:18])[CH3:17])[CH3:7], predict the reactants needed to synthesize it. The reactants are: [CH3:1][S:2](Cl)(=[O:4])=[O:3].[CH2:6]([O:8][C:9](=[O:19])[C@@H:10]1[CH2:14][CH:13]([OH:15])[CH2:12][N:11]1[C:16](=[O:18])[CH3:17])[CH3:7].C(N(CC)CC)C.Cl. (3) Given the product [O:5]=[C:4]([CH:6]1[C:11]([CH3:12])([CH3:13])[CH2:10][CH:9]=[CH:8][CH:7]1[CH3:14])[CH2:3][CH:2]([S:15][CH2:16][C:17]([O:19][CH2:20][CH2:21][CH:22]([O:24][CH3:25])[CH3:23])=[O:18])[CH3:1], predict the reactants needed to synthesize it. The reactants are: [CH3:1]/[CH:2]=[CH:3]/[C:4]([CH:6]1[C:11]([CH3:13])([CH3:12])[CH2:10][CH:9]=[CH:8][CH:7]1[CH3:14])=[O:5].[SH:15][CH2:16][C:17]([O:19][CH2:20][CH2:21][CH:22]([O:24][CH3:25])[CH3:23])=[O:18]. (4) Given the product [CH:18]1([C@@H:12]2[C:13]3[C:14](=[N:15][NH:16][CH:17]=3)[CH:10]([CH2:9][OH:8])[NH:11]2)[CH2:20][CH2:19]1, predict the reactants needed to synthesize it. The reactants are: [Si]([O:8][CH2:9][CH:10]1[C:14]2=[N:15][NH:16][CH:17]=[C:13]2[C@@H:12]([CH:18]2[CH2:20][CH2:19]2)[N:11]1C(OC(C)(C)C)=O)(C(C)(C)C)(C)C.Cl. (5) Given the product [CH2:1]([N:8]1[CH2:13][CH2:12][N:11]([C:14]([O:16][C:17]([CH3:18])([CH3:20])[CH3:19])=[O:15])[C@H:10]([CH2:21][C:22]2[O:24][C:31]([C:25]3[CH:30]=[CH:29][CH:28]=[CH:27][CH:26]=3)=[N:32][N:33]=2)[CH2:9]1)[C:2]1[CH:7]=[CH:6][CH:5]=[CH:4][CH:3]=1, predict the reactants needed to synthesize it. The reactants are: [CH2:1]([N:8]1[CH2:13][CH2:12][N:11]([C:14]([O:16][C:17]([CH3:20])([CH3:19])[CH3:18])=[O:15])[C@H:10]([CH2:21][C:22]([OH:24])=O)[CH2:9]1)[C:2]1[CH:7]=[CH:6][CH:5]=[CH:4][CH:3]=1.[C:25]1([C:31]2NN=[N:33][N:32]=2)[CH:30]=[CH:29][CH:28]=[CH:27][CH:26]=1.C1CCC(N=C=NC2CCCCC2)CC1. (6) The reactants are: Cl[CH2:2][CH2:3][CH2:4][N:5]1[C:9]2[CH:10]=[CH:11][CH:12]=[CH:13][C:8]=2[N:7]=[N:6]1.[NH:14]1[CH2:19][CH2:18][CH:17]([C:20]2[C:24]3[CH:25]=[CH:26][CH:27]=[CH:28][C:23]=3[O:22][N:21]=2)[CH2:16][CH2:15]1.C(N(C(C)C)CC)(C)C.[I-].[K+]. Given the product [N:5]1([CH2:4][CH2:3][CH2:2][N:14]2[CH2:15][CH2:16][CH:17]([C:20]3[C:24]4[CH:25]=[CH:26][CH:27]=[CH:28][C:23]=4[O:22][N:21]=3)[CH2:18][CH2:19]2)[C:9]2[CH:10]=[CH:11][CH:12]=[CH:13][C:8]=2[N:7]=[N:6]1, predict the reactants needed to synthesize it. (7) Given the product [Br:1][C:2]1[CH:7]=[CH:6][C:5]([OH:8])=[CH:4][C:3]=1[CH2:10][C:11]#[N:12], predict the reactants needed to synthesize it. The reactants are: [Br:1][C:2]1[CH:7]=[CH:6][C:5]([O:8]C)=[CH:4][C:3]=1[CH2:10][C:11]#[N:12].B(Br)(Br)Br.